This data is from Catalyst prediction with 721,799 reactions and 888 catalyst types from USPTO. The task is: Predict which catalyst facilitates the given reaction. (1) Reactant: [C:1]([O:5][C:6]([NH:8][C@:9]([CH3:36])([CH2:29][C:30]1[CH:35]=[CH:34][CH:33]=[CH:32][CH:31]=1)[C:10]([NH:12][NH:13][CH2:14][C:15]([N:17]1[CH2:22][CH2:21][N:20]([CH2:23][CH2:24][CH2:25][CH3:26])[C:19](=[O:27])[C:18]1=[O:28])=O)=[O:11])=[O:7])([CH3:4])([CH3:3])[CH3:2].[OH-].COC(NS([N+](CC)(CC)CC)(=O)=O)=O. Product: [C:1]([O:5][C:6]([NH:8][C:9]([C:10]1[O:11][C:14]([CH2:15][N:17]2[CH2:22][CH2:21][N:20]([CH2:23][CH2:24][CH2:25][CH3:26])[C:19](=[O:27])[C:18]2=[O:28])=[N:13][N:12]=1)([CH3:36])[CH2:29][C:30]1[CH:35]=[CH:34][CH:33]=[CH:32][CH:31]=1)=[O:7])([CH3:4])([CH3:3])[CH3:2]. The catalyst class is: 68. (2) Reactant: [OH:1][C@H:2]1[CH2:7][CH2:6][C@H:5]([C:8]([O:10][CH2:11][CH3:12])=[O:9])[CH2:4][CH2:3]1.N1C=CN=C1.[Si:18](Cl)([C:31]([CH3:34])([CH3:33])[CH3:32])([C:25]1[CH:30]=[CH:29][CH:28]=[CH:27][CH:26]=1)[C:19]1[CH:24]=[CH:23][CH:22]=[CH:21][CH:20]=1.C(OCC)C. Product: [CH2:11]([O:10][C:8]([CH:5]1[CH2:4][CH2:3][CH:2]([O:1][Si:18]([C:31]([CH3:34])([CH3:33])[CH3:32])([C:25]2[CH:26]=[CH:27][CH:28]=[CH:29][CH:30]=2)[C:19]2[CH:24]=[CH:23][CH:22]=[CH:21][CH:20]=2)[CH2:7][CH2:6]1)=[O:9])[CH3:12]. The catalyst class is: 3. (3) Reactant: [F:1][C:2]([F:11])([F:10])[C:3]1[CH:4]=[C:5]([SH:9])[CH:6]=[CH:7][CH:8]=1.[CH3:12][C:13]([CH3:18])=[CH:14][C:15]([OH:17])=[O:16].II. Product: [CH3:12][C:13]([S:9][C:5]1[CH:6]=[CH:7][CH:8]=[C:3]([C:2]([F:1])([F:10])[F:11])[CH:4]=1)([CH3:18])[CH2:14][C:15]([OH:17])=[O:16]. The catalyst class is: 25. (4) Reactant: [CH:1]1([C@@:7]([OH:36])([C:30]2[CH:35]=[CH:34][CH:33]=[CH:32][CH:31]=2)[C:8]2[CH:12]=[C:11]([CH2:13][N+:14]34[CH2:21][CH2:20][CH:17]([CH2:18][CH2:19]3)[C@@H:16]([O:22][C:23]3[CH:28]=[CH:27][C:26]([F:29])=[CH:25][CH:24]=3)[CH2:15]4)[O:10][N:9]=2)[CH2:6][CH2:5][CH2:4][CH2:3][CH2:2]1.[Cl-].C1([C@@](O)(C2C=CC=CC=2)C2C=C(C[N+]34CCC(CC3)[C@@H](OC3C=CC(F)=CC=3)C4)ON=2)CCCCC1.[C:74]1([S:80]([O-:83])(=[O:82])=[O:81])[CH:79]=[CH:78][CH:77]=[CH:76][CH:75]=1.[Na+]. Product: [C:74]1([S:80]([O-:83])(=[O:82])=[O:81])[CH:79]=[CH:78][CH:77]=[CH:76][CH:75]=1.[CH:30]1([C@@:7]([OH:36])([C:1]2[CH:2]=[CH:3][CH:4]=[CH:5][CH:6]=2)[C:8]2[CH:12]=[C:11]([CH2:13][N+:14]34[CH2:21][CH2:20][CH:17]([CH2:18][CH2:19]3)[C@@H:16]([O:22][C:23]3[CH:24]=[CH:25][C:26]([F:29])=[CH:27][CH:28]=3)[CH2:15]4)[O:10][N:9]=2)[CH2:35][CH2:34][CH2:33][CH2:32][CH2:31]1. The catalyst class is: 34.